The task is: Predict the reactants needed to synthesize the given product.. This data is from Full USPTO retrosynthesis dataset with 1.9M reactions from patents (1976-2016). (1) Given the product [F:1][C:2]1[CH:7]=[CH:6][C:5]([OH:8])=[C:4]([I:9])[CH:3]=1, predict the reactants needed to synthesize it. The reactants are: [F:1][C:2]1[CH:7]=[CH:6][C:5]([OH:8])=[CH:4][CH:3]=1.[I:9]I.[I-].[K+].Cl. (2) Given the product [CH3:6][N:7]([O:20][CH3:21])[C:8](=[O:19])[C:9]1[CH:14]=[CH:13][C:12]([N+:15]([O-:17])=[O:16])=[C:11]([NH:5][CH2:1][CH:2]([CH3:4])[CH3:3])[CH:10]=1, predict the reactants needed to synthesize it. The reactants are: [CH2:1]([NH2:5])[CH:2]([CH3:4])[CH3:3].[CH3:6][N:7]([O:20][CH3:21])[C:8](=[O:19])[C:9]1[CH:14]=[CH:13][C:12]([N+:15]([O-:17])=[O:16])=[C:11](F)[CH:10]=1. (3) Given the product [CH3:30][C:27]1([CH3:29])[C:26]([CH3:31])([CH3:32])[O:25][B:24]([C:2]2[CH:3]=[N:4][C:5]([C:41]3[CH2:40][CH2:29][CH:27]([C:9]([O:10][CH2:33][CH3:34])=[O:12])[CH2:26][CH:31]=3)=[N:6][CH:7]=2)[O:28]1, predict the reactants needed to synthesize it. The reactants are: Br[C:2]1[CH:3]=[N:4][C:5](I)=[N:6][CH:7]=1.[C:9](=[O:12])([O-])[O-:10].[Na+].[Na+].[B:24]1([B:24]2[O:28][C:27]([CH3:30])([CH3:29])[C:26]([CH3:32])([CH3:31])[O:25]2)[O:28][C:27]([CH3:30])([CH3:29])[C:26]([CH3:32])([CH3:31])[O:25]1.[C:33]([O-])(=O)[CH3:34].[K+].CO[CH2:40][CH2:41]OC. (4) Given the product [Br:1][C:2]1[CH:3]=[C:4]([C:20](=[O:19])[C:21]([N:23]([CH3:25])[CH3:24])=[O:22])[C:5]([F:8])=[N:6][CH:7]=1, predict the reactants needed to synthesize it. The reactants are: [Br:1][C:2]1[CH:3]=[CH:4][C:5]([F:8])=[N:6][CH:7]=1.C([N-]C(C)C)(C)C.[Li+].C([O:19][C:20](=O)[C:21]([N:23]([CH3:25])[CH3:24])=[O:22])C. (5) Given the product [CH3:1][O:2][C:3]1[CH:4]=[CH:5][C:6]([C@H:9]2[CH2:14][CH2:13][C@H:12]([OH:15])[CH2:11][CH2:10]2)=[CH:7][CH:8]=1, predict the reactants needed to synthesize it. The reactants are: [CH3:1][O:2][C:3]1[CH:8]=[CH:7][C:6]([CH:9]2[CH2:14][CH2:13][C:12](=[O:15])[CH2:11][CH2:10]2)=[CH:5][CH:4]=1.[BH4-].[Na+]. (6) The reactants are: Cl.C1C2(CCN(C(OC(C)(C)C)=O)CC2)CNCC1.C(=O)([O-])[O-].[Cs+].[Cs+].BrCCC#C.[CH2:31]([N:35]1[CH2:40][C:39]2([CH2:45][CH2:44][N:43]([C:46]([O:48][C:49]([CH3:52])([CH3:51])[CH3:50])=[O:47])[CH2:42][CH2:41]2)[CH2:38][CH2:37][CH2:36]1)[CH2:32][C:33]#[CH:34].C(N(CC)CC)C.[CH3:60][C:61]1([CH3:68])[C:65]([CH3:67])([CH3:66])[O:64][BH:63][O:62]1. Given the product [CH3:60][C:61]1([CH3:68])[C:65]([CH3:67])([CH3:66])[O:64][B:63](/[CH:34]=[CH:33]/[CH2:32][CH2:31][N:35]2[CH2:40][C:39]3([CH2:45][CH2:44][N:43]([C:46]([O:48][C:49]([CH3:52])([CH3:51])[CH3:50])=[O:47])[CH2:42][CH2:41]3)[CH2:38][CH2:37][CH2:36]2)[O:62]1, predict the reactants needed to synthesize it. (7) Given the product [Br:1][C:2]1[CH:3]=[CH:4][C:5]([CH2:8][C:9]([C:18]2[CH:19]=[C:13]([Cl:12])[C:14]([OH:20])=[CH:15][C:16]=2[OH:17])=[O:11])=[CH:6][CH:7]=1, predict the reactants needed to synthesize it. The reactants are: [Br:1][C:2]1[CH:7]=[CH:6][C:5]([CH2:8][C:9]([OH:11])=O)=[CH:4][CH:3]=1.[Cl:12][C:13]1[CH:19]=[CH:18][C:16]([OH:17])=[CH:15][C:14]=1[OH:20]. (8) Given the product [CH3:42][C@H:43]1[NH:44][C@@H:45]([CH3:49])[CH2:46][N:47]([CH2:38][C:35]2[CH:36]=[CH:37][C:32]([C:28]3[CH:29]=[CH:30][CH:31]=[C:26]([N:16]4[C:17]5[N:24]=[CH:23][C:22]([F:25])=[CH:21][C:18]=5[C:19](=[O:20])[N:14]([C@@H:11]5[CH2:12][CH2:13][C@H:8]([NH:7][C:6](=[O:41])[O:5][C:1]([CH3:4])([CH3:2])[CH3:3])[CH2:9][CH2:10]5)[C:15]4=[O:40])[CH:27]=3)=[CH:33][CH:34]=2)[CH2:48]1, predict the reactants needed to synthesize it. The reactants are: [C:1]([O:5][C:6](=[O:41])[NH:7][C@H:8]1[CH2:13][CH2:12][C@@H:11]([N:14]2[C:19](=[O:20])[C:18]3[CH:21]=[C:22]([F:25])[CH:23]=[N:24][C:17]=3[N:16]([C:26]3[CH:27]=[C:28]([C:32]4[CH:37]=[CH:36][C:35]([CH:38]=O)=[CH:34][CH:33]=4)[CH:29]=[CH:30][CH:31]=3)[C:15]2=[O:40])[CH2:10][CH2:9]1)([CH3:4])([CH3:3])[CH3:2].[CH3:42][C@H:43]1[CH2:48][NH:47][CH2:46][C@@H:45]([CH3:49])[NH:44]1. (9) Given the product [CH2:1]([C@H:3]1[N:12]([C:13](=[O:22])[C:14]2[CH:19]=[CH:18][C:17]([O:20][CH3:21])=[CH:16][CH:15]=2)[C:11]2[C:6](=[CH:7][CH:8]=[C:9]([F:23])[CH:10]=2)[N:5]([CH:25]([CH3:27])[CH3:26])[C:4]1=[O:24])[CH3:2], predict the reactants needed to synthesize it. The reactants are: [CH2:1]([C@H:3]1[N:12]([C:13](=[O:22])[C:14]2[CH:19]=[CH:18][C:17]([O:20][CH3:21])=[CH:16][CH:15]=2)[C:11]2[C:6](=[CH:7][CH:8]=[C:9]([F:23])[CH:10]=2)[NH:5][C:4]1=[O:24])[CH3:2].[CH:25](I)([CH3:27])[CH3:26].C(N1C2C(=CC(F)=CC=2)N(C(=O)C2C=CC=C(OC)C=2)[C@H](CC)C1=O)C.